This data is from Peptide-MHC class I binding affinity with 185,985 pairs from IEDB/IMGT. The task is: Regression. Given a peptide amino acid sequence and an MHC pseudo amino acid sequence, predict their binding affinity value. This is MHC class I binding data. (1) The peptide sequence is RLPVICSFLV. The MHC is HLA-A02:03 with pseudo-sequence HLA-A02:03. The binding affinity (normalized) is 0.677. (2) The peptide sequence is LTSSSKYTY. The MHC is HLA-A01:01 with pseudo-sequence HLA-A01:01. The binding affinity (normalized) is 0.677. (3) The peptide sequence is DLVKSYSLIR. The MHC is HLA-A11:01 with pseudo-sequence HLA-A11:01. The binding affinity (normalized) is 0.185. (4) The peptide sequence is RPGGKKRYM. The MHC is HLA-B81:01 with pseudo-sequence HLA-B81:01. The binding affinity (normalized) is 0.0847. (5) The peptide sequence is VQPPQLTLQV. The MHC is HLA-A11:01 with pseudo-sequence HLA-A11:01. The binding affinity (normalized) is 0. (6) The peptide sequence is IQYAFCLL. The MHC is H-2-Db with pseudo-sequence H-2-Db. The binding affinity (normalized) is 0.173. (7) The peptide sequence is YQSMIRPPY. The MHC is HLA-C06:02 with pseudo-sequence HLA-C06:02. The binding affinity (normalized) is 0.0847. (8) The peptide sequence is NFKHLREFVF. The MHC is HLA-A24:02 with pseudo-sequence HLA-A24:02. The binding affinity (normalized) is 0.486. (9) The binding affinity (normalized) is 0.0959. The peptide sequence is FLKEKGGL. The MHC is HLA-A33:01 with pseudo-sequence HLA-A33:01. (10) The peptide sequence is VFFNVSVL. The MHC is H-2-Kb with pseudo-sequence H-2-Kb. The binding affinity (normalized) is 0.793.